From a dataset of Forward reaction prediction with 1.9M reactions from USPTO patents (1976-2016). Predict the product of the given reaction. Given the reactants P(Cl)(Cl)(Cl)=O.[CH3:6][C:7]1[CH:15]=[CH:14][C:10]([C:11]([OH:13])=O)=[CH:9][C:8]=1[N:16]1[C:25](=[O:26])[C:24]2[C:19](=[CH:20][CH:21]=[C:22]([N:27]3[CH2:32][CH2:31][N:30]([CH3:33])[CH2:29][CH2:28]3)[CH:23]=2)[N:18]=[CH:17]1.[CH:34]1([NH2:38])[CH2:37][CH2:36][CH2:35]1, predict the reaction product. The product is: [CH:34]1([NH:38][C:11](=[O:13])[C:10]2[CH:14]=[CH:15][C:7]([CH3:6])=[C:8]([N:16]3[C:25](=[O:26])[C:24]4[C:19](=[CH:20][CH:21]=[C:22]([N:27]5[CH2:32][CH2:31][N:30]([CH3:33])[CH2:29][CH2:28]5)[CH:23]=4)[N:18]=[CH:17]3)[CH:9]=2)[CH2:37][CH2:36][CH2:35]1.